Dataset: Forward reaction prediction with 1.9M reactions from USPTO patents (1976-2016). Task: Predict the product of the given reaction. (1) The product is: [F:19][C:20]([F:25])([F:24])[C:21]([OH:23])=[O:22].[NH:8]1[CH2:12][CH:11]=[C:10]([C:13]2[S:14][CH:15]=[CH:16][N:17]=2)[CH2:9]1. Given the reactants C(OC([N:8]1[CH2:12][CH2:11][C:10](O)([C:13]2[S:14][CH:15]=[CH:16][N:17]=2)[CH2:9]1)=O)(C)(C)C.[F:19][C:20]([F:25])([F:24])[C:21]([OH:23])=[O:22].[Al], predict the reaction product. (2) Given the reactants [NH2:1][C:2]1[C:7]([N+:8]([O-])=O)=[CH:6][N:5]=[CH:4][C:3]=1[C:11]1[CH:12]=[C:13]([CH:20]=[C:21]([F:23])[CH:22]=1)[CH2:14][NH:15][S:16]([CH3:19])(=[O:18])=[O:17].[NH4+].[Cl-], predict the reaction product. The product is: [NH2:1][C:2]1[C:7]([NH2:8])=[CH:6][N:5]=[CH:4][C:3]=1[C:11]1[CH:12]=[C:13]([CH:20]=[C:21]([F:23])[CH:22]=1)[CH2:14][NH:15][S:16]([CH3:19])(=[O:17])=[O:18]. (3) Given the reactants [NH:1]1[C:9]2[C:4](=[CH:5][CH:6]=[CH:7][CH:8]=2)[C:3](=[N:10][OH:11])[C:2]1=[O:12].[H-].[Na+].Br[CH2:16][CH2:17][CH2:18][CH2:19][CH3:20], predict the reaction product. The product is: [CH2:16]([O:11][N:10]=[C:3]1[C:4]2[C:9](=[CH:8][CH:7]=[CH:6][CH:5]=2)[N:1]([CH2:2][CH2:3][CH2:4][CH2:5][CH3:6])[C:2]1=[O:12])[CH2:17][CH2:18][CH2:19][CH3:20]. (4) Given the reactants [F:1][C:2]1[CH:3]=[C:4]([CH:9]=[C:10]([F:12])[CH:11]=1)[C:5]([O:7][CH3:8])=[O:6].C([N-]C(C)C)(C)C.[Li+].CN(C)[CH:23]=[O:24].[Cl-].[NH4+], predict the reaction product. The product is: [F:1][C:2]1[CH:3]=[C:4]([CH:9]=[C:10]([F:12])[C:11]=1[CH:23]=[O:24])[C:5]([O:7][CH3:8])=[O:6]. (5) Given the reactants C(=O)([O-])[O-].[K+].[K+].[Br:7][C:8]1[CH:13]=[CH:12][C:11]([OH:14])=[C:10]([CH3:15])[CH:9]=1.[CH3:16][O:17][CH:18]([O:21][CH3:22])[CH2:19]Br.O, predict the reaction product. The product is: [Br:7][C:8]1[CH:13]=[CH:12][C:11]([O:14][CH2:19][CH:18]([O:21][CH3:22])[O:17][CH3:16])=[C:10]([CH3:15])[CH:9]=1. (6) Given the reactants [Cl:1][C:2]1[C:3]([F:42])=[C:4]([C@@H:8]2[C@:12]([C:15]3[CH:20]=[CH:19][C:18]([Cl:21])=[CH:17][C:16]=3[F:22])([C:13]#[N:14])[C@H:11]([CH2:23][C:24]([CH3:27])([CH3:26])[CH3:25])[NH:10][C@H:9]2[C:28]([NH:30][C:31]2[CH:39]=[CH:38][C:34]([C:35]([OH:37])=[O:36])=[CH:33][C:32]=2[O:40][CH3:41])=[O:29])[CH:5]=[CH:6][CH:7]=1.[OH:43][C@H:44]1[C@H:49]([OH:50])[C@@H:48]([OH:51])[CH:47](O)[O:46][C@@H:45]1[C:53]([O:55][CH2:56][C:57]1[CH:62]=[CH:61][CH:60]=[CH:59][CH:58]=1)=[O:54], predict the reaction product. The product is: [Cl:1][C:2]1[C:3]([F:42])=[C:4]([C@@H:8]2[C@:12]([C:15]3[CH:20]=[CH:19][C:18]([Cl:21])=[CH:17][C:16]=3[F:22])([C:13]#[N:14])[C@H:11]([CH2:23][C:24]([CH3:26])([CH3:27])[CH3:25])[NH:10][C@H:9]2[C:28]([NH:30][C:31]2[CH:39]=[CH:38][C:34]([C:35]([O:37][C@@H:47]3[O:46][C@H:45]([C:53]([O:55][CH2:56][C:57]4[CH:62]=[CH:61][CH:60]=[CH:59][CH:58]=4)=[O:54])[C@@H:44]([OH:43])[C@H:49]([OH:50])[C@H:48]3[OH:51])=[O:36])=[CH:33][C:32]=2[O:40][CH3:41])=[O:29])[CH:5]=[CH:6][CH:7]=1.